This data is from Reaction yield outcomes from USPTO patents with 853,638 reactions. The task is: Predict the reaction yield, written as a fraction of the theoretical maximum amount of product (1.0 means a 100% yield; for example, 0.34 means a 34% yield). (1) The reactants are [CH2:1]=[O:2].[C:3]([NH2:7])([CH3:6])([CH3:5])[CH3:4].[Br:8][C:9]1[CH:14]=[C:13]([C:15]([CH3:18])([CH3:17])[CH3:16])[CH:12]=[CH:11][C:10]=1O.[CH:20](O)(C)C. No catalyst specified. The product is [Br:8][C:9]1[C:10]2[O:2][CH2:1][N:7]([C:3]([CH3:6])([CH3:5])[CH3:4])[CH2:20][C:11]=2[CH:12]=[C:13]([C:15]([CH3:18])([CH3:17])[CH3:16])[CH:14]=1. The yield is 0.850. (2) The reactants are CC[N:3](C(C)C)[CH:4]([CH3:6])[CH3:5].ClC(Cl)(O[C:14](=[O:20])OC(Cl)(Cl)Cl)Cl.[CH3:22][C:23]1[N:28]=[CH:27][C:26]([C:29]2[CH:30]=[CH:31][C:32]3[N:38]4[CH2:39][C@H:35]([CH2:36][CH2:37]4)[NH:34][C:33]=3[N:40]=2)=[CH:25][CH:24]=1.CC(N)C. The catalyst is C1COCC1.C(Cl)Cl.CO. The product is [CH:4]([NH:3][C:14]([N:34]1[C@@H:35]2[CH2:39][N:38]([CH2:37][CH2:36]2)[C:32]2[CH:31]=[CH:30][C:29]([C:26]3[CH:27]=[N:28][C:23]([CH3:22])=[CH:24][CH:25]=3)=[N:40][C:33]1=2)=[O:20])([CH3:6])[CH3:5]. The yield is 0.194. (3) No catalyst specified. The product is [NH2:23][C:12]1[N:13]=[C:14]([N:17]2[CH2:18][CH2:19][N:20]([C:34](=[O:35])[CH2:33][O:32][C:31]3[CH:37]=[CH:38][C:28]([O:27][CH3:26])=[CH:29][CH:30]=3)[CH2:21][CH2:22]2)[C:15]2[N:16]=[C:8]([CH2:7][CH2:6][C:5]3[CH:24]=[CH:25][C:2]([Br:1])=[CH:3][CH:4]=3)[S:9][C:10]=2[N:11]=1. The yield is 0.400. The reactants are [Br:1][C:2]1[CH:25]=[CH:24][C:5]([CH2:6][CH2:7][C:8]2[S:9][C:10]3[N:11]=[C:12]([NH2:23])[N:13]=[C:14]([N:17]4[CH2:22][CH2:21][NH:20][CH2:19][CH2:18]4)[C:15]=3[N:16]=2)=[CH:4][CH:3]=1.[CH3:26][O:27][C:28]1[CH:38]=[CH:37][C:31]([O:32][CH2:33][C:34](O)=[O:35])=[CH:30][CH:29]=1. (4) The reactants are [ClH:1].[CH3:2][O:3][C:4]1[C:5]2[C:18]([C:19]3[CH:24]=[CH:23][CH:22]=[CH:21][CH:20]=3)=[C:17]([C:25]3[CH:30]=[CH:29][C:28]([C:31]4([NH:35]C(=O)OC(C)(C)C)[CH2:34][CH2:33][CH2:32]4)=[CH:27][CH:26]=3)[O:16][C:6]=2[N:7]=[C:8]([N:10]2[CH2:15][CH2:14][NH:13][CH2:12][CH2:11]2)[N:9]=1.CCOCC. The catalyst is O1CCOCC1.C1COCC1. The product is [ClH:1].[ClH:1].[CH3:2][O:3][C:4]1[C:5]2[C:18]([C:19]3[CH:24]=[CH:23][CH:22]=[CH:21][CH:20]=3)=[C:17]([C:25]3[CH:26]=[CH:27][C:28]([C:31]4([NH2:35])[CH2:34][CH2:33][CH2:32]4)=[CH:29][CH:30]=3)[O:16][C:6]=2[N:7]=[C:8]([N:10]2[CH2:11][CH2:12][NH:13][CH2:14][CH2:15]2)[N:9]=1. The yield is 0.820. (5) The reactants are CCN(C(C)C)C(C)C.[C:10]1([CH2:16][CH2:17][C:18]([OH:20])=O)[CH:15]=[CH:14][CH:13]=[CH:12][CH:11]=1.C1C=CC2N(O)N=NC=2C=1.CCN=C=NCCCN(C)C.[CH2:42]([O:49][C:50]([CH:52]1[CH2:57][CH2:56][NH:55][CH2:54][CH2:53]1)=[O:51])[C:43]1[CH:48]=[CH:47][CH:46]=[CH:45][CH:44]=1. The catalyst is CN(C=O)C.O. The product is [CH2:42]([O:49][C:50]([CH:52]1[CH2:57][CH2:56][N:55]([C:18](=[O:20])[CH2:17][CH2:16][C:10]2[CH:11]=[CH:12][CH:13]=[CH:14][CH:15]=2)[CH2:54][CH2:53]1)=[O:51])[C:43]1[CH:44]=[CH:45][CH:46]=[CH:47][CH:48]=1. The yield is 0.412. (6) The catalyst is C1COCC1. The reactants are [C:1]([O:5][C:6](=[O:40])[NH:7][C@H:8]1[C@@H:13]([OH:14])[CH2:12][C@H:11]([CH2:15][O:16][CH2:17][C:18]2[CH:23]=[CH:22][CH:21]=[CH:20][CH:19]=2)[C@@H:10]([O:24][CH2:25][C:26]2[CH:31]=[CH:30][CH:29]=[CH:28][CH:27]=2)[C@@H:9]1[O:32][CH2:33][C:34]1[CH:39]=[CH:38][CH:37]=[CH:36][CH:35]=1)([CH3:4])([CH3:3])[CH3:2].C1(P(C2C=CC=CC=2)C2C=CC=CC=2)C=CC=CC=1.[N+:60]([C:63]1[CH:71]=[CH:70][C:66]([C:67](O)=[O:68])=[CH:65][CH:64]=1)([O-:62])=[O:61].CC(OC(/N=N/C(OC(C)C)=O)=O)C. The product is [N+:60]([C:63]1[CH:64]=[CH:65][C:66]([C:67]([O:14][C@@H:13]2[CH2:12][C@H:11]([CH2:15][O:16][CH2:17][C:18]3[CH:23]=[CH:22][CH:21]=[CH:20][CH:19]=3)[C@@H:10]([O:24][CH2:25][C:26]3[CH:31]=[CH:30][CH:29]=[CH:28][CH:27]=3)[C@H:9]([O:32][CH2:33][C:34]3[CH:35]=[CH:36][CH:37]=[CH:38][CH:39]=3)[C@H:8]2[NH:7][C:6]([O:5][C:1]([CH3:4])([CH3:2])[CH3:3])=[O:40])=[O:68])=[CH:70][CH:71]=1)([O-:62])=[O:61]. The yield is 0.690.